This data is from Forward reaction prediction with 1.9M reactions from USPTO patents (1976-2016). The task is: Predict the product of the given reaction. (1) Given the reactants O.[NH2:2][C:3]1[CH:8]=[C:7]([OH:9])[N:6]=[C:5]([SH:10])[N:4]=1.[Cl:11][C:12]1[C:19]([Cl:20])=[CH:18][CH:17]=[CH:16][C:13]=1[CH2:14]Br, predict the reaction product. The product is: [NH2:2][C:3]1[N:4]=[C:5]([S:10][CH2:14][C:13]2[CH:16]=[CH:17][CH:18]=[C:19]([Cl:20])[C:12]=2[Cl:11])[NH:6][C:7](=[O:9])[CH:8]=1. (2) Given the reactants [O:1]([C:8]1[CH:9]=[C:10]([CH:12]=[CH:13][CH:14]=1)[NH2:11])[C:2]1[CH:7]=[CH:6][CH:5]=[CH:4][CH:3]=1.[F:15][C:16]([F:21])([F:20])[CH:17]1[O:19][CH2:18]1, predict the reaction product. The product is: [O:1]([C:8]1[CH:9]=[C:10]([NH:11][CH2:18][CH:17]([OH:19])[C:16]([F:21])([F:20])[F:15])[CH:12]=[CH:13][CH:14]=1)[C:2]1[CH:3]=[CH:4][CH:5]=[CH:6][CH:7]=1. (3) Given the reactants [OH:1][C:2]1[CH:19]=[CH:18][C:17]2[C@@H:16]3[C@H:7]([C@H:8]4[C@@:12]([CH2:14][CH2:15]3)([CH3:13])[C@@H:11]([OH:20])[CH2:10][CH2:9]4)[C@H:6]([CH2:21][CH2:22][CH2:23][CH2:24][CH2:25][CH2:26][CH2:27][CH2:28][CH2:29][CH:30]([CH2:36][CH2:37][CH2:38][C:39]([F:45])([F:44])[C:40]([F:43])([F:42])[F:41])[C:31]([O:33]CC)=[O:32])[CH2:5][C:4]=2[CH:3]=1.[OH-].[Na+].Cl, predict the reaction product. The product is: [OH:1][C:2]1[CH:19]=[CH:18][C:17]2[C@@H:16]3[C@H:7]([C@H:8]4[C@@:12]([CH2:14][CH2:15]3)([CH3:13])[C@@H:11]([OH:20])[CH2:10][CH2:9]4)[C@H:6]([CH2:21][CH2:22][CH2:23][CH2:24][CH2:25][CH2:26][CH2:27][CH2:28][CH2:29][CH:30]([CH2:36][CH2:37][CH2:38][C:39]([F:44])([F:45])[C:40]([F:41])([F:42])[F:43])[C:31]([OH:33])=[O:32])[CH2:5][C:4]=2[CH:3]=1. (4) Given the reactants C[O:2][CH:3](OC)[CH2:4][N:5]([CH2:11][CH:12]=[CH2:13])[C:6](=[O:10])[O:7][CH2:8][CH3:9], predict the reaction product. The product is: [O:2]=[CH:3][CH2:4][N:5]([CH2:11][CH:12]=[CH2:13])[C:6](=[O:10])[O:7][CH2:8][CH3:9]. (5) The product is: [NH:17]=[C:18]([N:29]1[CH2:30][CH2:31][O:32][CH2:33][CH2:34]1)[C:19]1[CH:28]=[CH:27][CH:26]=[C:25]2[C:20]=1[CH2:21][CH2:22][N:23]([C:2]1[NH:11][C:10](=[O:12])[C:9]3[C:4](=[CH:5][C:6]([O:15][CH3:16])=[C:7]([O:13][CH3:14])[CH:8]=3)[N:3]=1)[CH2:24]2. Given the reactants Cl[C:2]1[NH:11][C:10](=[O:12])[C:9]2[C:4](=[CH:5][C:6]([O:15][CH3:16])=[C:7]([O:13][CH3:14])[CH:8]=2)[N:3]=1.[NH:17]=[C:18]([N:29]1[CH2:34][CH2:33][O:32][CH2:31][CH2:30]1)[C:19]1[CH:28]=[CH:27][CH:26]=[C:25]2[C:20]=1[CH2:21][CH2:22][NH:23][CH2:24]2, predict the reaction product.